This data is from Forward reaction prediction with 1.9M reactions from USPTO patents (1976-2016). The task is: Predict the product of the given reaction. (1) Given the reactants [NH:1]1[CH2:9][CH2:8][CH:4]([C:5]([NH2:7])=[O:6])[CH2:3][CH2:2]1.[CH:10](=O)[C:11]1[CH:16]=[CH:15][CH:14]=[CH:13][CH:12]=1.C(O[BH-](OC(=O)C)OC(=O)C)(=O)C.[Na+], predict the reaction product. The product is: [CH2:10]([NH:7][C:5](=[O:6])[CH:4]1[CH2:8][CH2:9][NH:1][CH2:2][CH2:3]1)[C:11]1[CH:16]=[CH:15][CH:14]=[CH:13][CH:12]=1. (2) Given the reactants [NH:1]1[CH2:6][CH2:5][CH2:4][CH:3]([OH:7])[CH2:2]1.C(N(CC)CC)C.[CH3:15][S:16](Cl)(=[O:18])=[O:17], predict the reaction product. The product is: [CH3:15][S:16]([N:1]1[CH2:6][CH2:5][CH2:4][CH:3]([OH:7])[CH2:2]1)(=[O:18])=[O:17]. (3) Given the reactants [Si]([O:8][CH2:9][CH2:10][CH2:11][NH:12][C:13]1[CH:22]=[C:21]2[C:16]([CH:17]=[C:18]([C:24]3[CH:29]=[CH:28][CH:27]=[CH:26][C:25]=3[C:30]([F:33])([F:32])[F:31])[NH:19][C:20]2=[O:23])=[CH:15][CH:14]=1)(C(C)(C)C)(C)C.C(Cl)Cl, predict the reaction product. The product is: [OH:8][CH2:9][CH2:10][CH2:11][NH:12][C:13]1[CH:22]=[C:21]2[C:16]([CH:17]=[C:18]([C:24]3[CH:29]=[CH:28][CH:27]=[CH:26][C:25]=3[C:30]([F:33])([F:31])[F:32])[NH:19][C:20]2=[O:23])=[CH:15][CH:14]=1. (4) Given the reactants C([O:8][C:9]1[CH:14]=[C:13]([O:15][CH2:16][CH2:17][O:18][CH3:19])[CH:12]=[CH:11][C:10]=1/[C:20](/[CH3:27])=[CH:21]/[C:22]([O:24][CH2:25][CH3:26])=[O:23])C1C=CC=CC=1, predict the reaction product. The product is: [OH:8][C:9]1[CH:14]=[C:13]([O:15][CH2:16][CH2:17][O:18][CH3:19])[CH:12]=[CH:11][C:10]=1[CH:20]([CH3:27])[CH2:21][C:22]([O:24][CH2:25][CH3:26])=[O:23]. (5) Given the reactants [F:1][C:2]1[CH:3]=[C:4]([CH:7]=[C:8]([C:10]2[CH:11]=[N:12][C:13]([C:16]([F:19])([F:18])[F:17])=[CH:14][CH:15]=2)[CH:9]=1)[CH2:5][NH2:6].[F:20][C:21]1[CH:26]=[CH:25][C:24]([S:27]([N:30]([CH2:34][C:35](O)=[O:36])[CH:31]([CH3:33])[CH3:32])(=[O:29])=[O:28])=[CH:23][CH:22]=1.CN(C(ON1N=NC2C=CC=NC1=2)=[N+](C)C)C.F[P-](F)(F)(F)(F)F.C(N(CC)C(C)C)(C)C.OS([O-])(=O)=O.[K+], predict the reaction product. The product is: [F:20][C:21]1[CH:22]=[CH:23][C:24]([S:27]([N:30]([CH:31]([CH3:33])[CH3:32])[CH2:34][C:35]([NH:6][CH2:5][C:4]2[CH:7]=[C:8]([C:10]3[CH:11]=[N:12][C:13]([C:16]([F:19])([F:17])[F:18])=[CH:14][CH:15]=3)[CH:9]=[C:2]([F:1])[CH:3]=2)=[O:36])(=[O:28])=[O:29])=[CH:25][CH:26]=1. (6) Given the reactants [Br:1][C:2]1[CH:10]=[CH:9][CH:8]=[C:7]([Br:11])[C:3]=1[C:4]([OH:6])=O.C(Cl)(=O)C(Cl)=O.[NH2:18][C:19]1[N:23]([C:24]2[CH:29]=[CH:28][C:27]([F:30])=[CH:26][CH:25]=2)[N:22]=[CH:21][C:20]=1[C:31]([NH:33][CH2:34][C:35]([CH2:41][NH2:42])([OH:40])[C:36]([F:39])([F:38])[F:37])=[O:32].C(N(C(C)C)CC)(C)C, predict the reaction product. The product is: [NH2:18][C:19]1[N:23]([C:24]2[CH:25]=[CH:26][C:27]([F:30])=[CH:28][CH:29]=2)[N:22]=[CH:21][C:20]=1[C:31]([NH:33][CH2:34][C:35]([CH2:41][NH:42][C:4]([C:3]1[C:7]([Br:11])=[CH:8][CH:9]=[CH:10][C:2]=1[Br:1])=[O:6])([OH:40])[C:36]([F:39])([F:38])[F:37])=[O:32]. (7) The product is: [O:5]=[CH:6][CH2:7][C@@H:8]([C@@H:9]([CH2:11][OH:17])[OH:10])[OH:23]. Given the reactants P([O:5][CH2:6][CH2:7][CH2:8][CH2:9][OH:10])(O)(O)=O.[CH2:11]([O:17]P([O-])([O-])=O)CCCCC.P([O-])([O-])(OCCCCCCN)=[O:23].[O-]P(=O)=O.P([S-])(=S)([O-])[O-].CP(=O)([O-])[O-], predict the reaction product. (8) Given the reactants [C:1]([O:5][C:6](=[O:27])[CH2:7][CH2:8][C:9]1[CH:14]=[CH:13][C:12]([C:15]2[CH:20]=[CH:19][C:18]([C:21]([O:23]C)=[O:22])=[CH:17][CH:16]=2)=[C:11]([O:25][CH3:26])[CH:10]=1)([CH3:4])([CH3:3])[CH3:2].C[Si](C)(C)[O-].[K+].Cl, predict the reaction product. The product is: [C:1]([O:5][C:6](=[O:27])[CH2:7][CH2:8][C:9]1[CH:14]=[CH:13][C:12]([C:15]2[CH:16]=[CH:17][C:18]([C:21]([OH:23])=[O:22])=[CH:19][CH:20]=2)=[C:11]([O:25][CH3:26])[CH:10]=1)([CH3:4])([CH3:3])[CH3:2]. (9) Given the reactants [CH3:1][C:2]1[S:3][C:4]([CH3:21])=[C:5]([CH2:10][C:11]2[CH:16]=[CH:15][C:14]([C:17]([F:20])([F:19])[F:18])=[CH:13][CH:12]=2)[C:6]=1[C:7](O)=[O:8].[Cl-].[CH3:23][O:24][C:25]([C:27]1[CH:32]=[CH:31][C:30]([C:33]2([NH3+:36])[CH2:35][CH2:34]2)=[CH:29][CH:28]=1)=[O:26], predict the reaction product. The product is: [CH3:1][C:2]1[S:3][C:4]([CH3:21])=[C:5]([CH2:10][C:11]2[CH:12]=[CH:13][C:14]([C:17]([F:20])([F:18])[F:19])=[CH:15][CH:16]=2)[C:6]=1[C:7]([NH:36][C:33]1([C:30]2[CH:31]=[CH:32][C:27]([C:25]([O:24][CH3:23])=[O:26])=[CH:28][CH:29]=2)[CH2:35][CH2:34]1)=[O:8]. (10) Given the reactants [C:1]([O:5][C@@H:6]([C:12]1[C:13]([CH3:36])=[N:14][C:15]2[N:16]([N:19]=[C:20]([C:22](=[O:35])[NH:23][CH2:24][C:25](=[O:34])[CH2:26][C:27]3[CH:32]=[CH:31][C:30]([F:33])=[CH:29][CH:28]=3)[CH:21]=2)[C:17]=1I)[C:7]([O:9][CH2:10][CH3:11])=[O:8])([CH3:4])([CH3:3])[CH3:2].[CH3:37][C:38]1([CH2:44][OH:45])[CH2:43][CH2:42][NH:41][CH2:40][CH2:39]1.Cl.CCN(C(C)C)C(C)C, predict the reaction product. The product is: [C:1]([O:5][C@@H:6]([C:12]1[C:13]([CH3:36])=[N:14][C:15]2[N:16]([N:19]=[C:20]([C:22](=[O:35])[NH:23][CH2:24][C:25](=[O:34])[CH2:26][C:27]3[CH:32]=[CH:31][C:30]([F:33])=[CH:29][CH:28]=3)[CH:21]=2)[C:17]=1[N:41]1[CH2:42][CH2:43][C:38]([CH2:44][OH:45])([CH3:37])[CH2:39][CH2:40]1)[C:7]([O:9][CH2:10][CH3:11])=[O:8])([CH3:4])([CH3:3])[CH3:2].